This data is from Full USPTO retrosynthesis dataset with 1.9M reactions from patents (1976-2016). The task is: Predict the reactants needed to synthesize the given product. (1) Given the product [Sn:7]([F:1])([CH2:12][CH2:13][CH2:14][CH3:15])([CH2:8][CH2:9][CH2:10][CH3:11])[CH2:3][CH2:4][CH2:5][CH3:6], predict the reactants needed to synthesize it. The reactants are: [F-:1].[Cs+].[CH2:3]([Sn:7](C1SC=CC=1)([CH2:12][CH2:13][CH2:14][CH3:15])[CH2:8][CH2:9][CH2:10][CH3:11])[CH2:4][CH2:5][CH3:6].ClCCl. (2) Given the product [CH:15]1([N:8]2[C:9]3[C:5](=[CH:4][C:3]([O:2][CH3:1])=[CH:11][CH:10]=3)[CH:6]=[CH:7]2)[CH2:19][CH2:18][CH2:17][CH2:16]1, predict the reactants needed to synthesize it. The reactants are: [CH3:1][O:2][C:3]1[CH:4]=[C:5]2[C:9](=[CH:10][CH:11]=1)[NH:8][CH:7]=[CH:6]2.[H-].[Na+].Br[CH:15]1[CH2:19][CH2:18][CH2:17][CH2:16]1. (3) The reactants are: [F:1][C:2]1[CH:23]=[CH:22][C:5]([C:6]([NH:8][CH:9]([C:18](=[O:21])[NH:19][CH3:20])[CH:10]([N+:15]([O-])=O)[C:11]([F:14])([F:13])[F:12])=[O:7])=[C:4]([C:24]([F:27])([F:26])[F:25])[CH:3]=1. Given the product [NH2:15][CH:10]([C:11]([F:14])([F:12])[F:13])[CH:9]([NH:8][C:6](=[O:7])[C:5]1[CH:22]=[CH:23][C:2]([F:1])=[CH:3][C:4]=1[C:24]([F:26])([F:25])[F:27])[C:18](=[O:21])[NH:19][CH3:20], predict the reactants needed to synthesize it. (4) Given the product [CH2:15]([S:14][C:13]1[C:8]([C:6]([OH:2])=[O:21])=[N:9][CH:10]=[C:11]([C:17]([F:20])([F:19])[F:18])[CH:12]=1)[CH3:16], predict the reactants needed to synthesize it. The reactants are: S(=O)(=O)(O)[OH:2].[C:6]([C:8]1[C:13]([S:14][CH2:15][CH3:16])=[CH:12][C:11]([C:17]([F:20])([F:19])[F:18])=[CH:10][N:9]=1)#N.[OH2:21]. (5) Given the product [Cl:1][C:2]1[CH:3]=[C:4]([C:9]2[CH2:10][NH:11][CH2:12][CH:13]=2)[CH:5]=[CH:6][C:7]=1[Cl:8], predict the reactants needed to synthesize it. The reactants are: [Cl:1][C:2]1[CH:3]=[C:4]([C:9]2(O)[CH2:13][CH2:12][N:11](C(OC(C)(C)C)=O)[CH2:10]2)[CH:5]=[CH:6][C:7]=1[Cl:8].[OH-].[Na+].